Dataset: Full USPTO retrosynthesis dataset with 1.9M reactions from patents (1976-2016). Task: Predict the reactants needed to synthesize the given product. (1) Given the product [OH:1][C:2]([C:25]1[S:26][CH:27]=[CH:28][CH:29]=1)([C:30]1[S:31][CH:32]=[CH:33][CH:34]=1)[C:3]([O:5][C@H:6]1[CH2:7][CH2:8][C@H:9]([N:12]([CH3:13])[CH2:14][CH2:15][NH:16][CH3:17])[CH2:10][CH2:11]1)=[O:4], predict the reactants needed to synthesize it. The reactants are: [OH:1][C:2]([C:30]1[S:31][CH:32]=[CH:33][CH:34]=1)([C:25]1[S:26][CH:27]=[CH:28][CH:29]=1)[C:3]([O:5][C@H:6]1[CH2:11][CH2:10][C@H:9]([N:12]([CH2:14][CH2:15][N:16](C(OC(C)(C)C)=O)[CH3:17])[CH3:13])[CH2:8][CH2:7]1)=[O:4].Cl.C([O-])(O)=O.[Na+].O. (2) The reactants are: [CH3:1][N:2]1[CH2:7][CH2:6][NH:5][CH2:4][CH2:3]1.[N+:8]([C:11]1[CH:18]=[CH:17][C:14]([CH2:15]Cl)=[CH:13][CH:12]=1)([O-:10])=[O:9].O. Given the product [CH3:1][N:2]1[CH2:7][CH2:6][N:5]([CH2:15][C:14]2[CH:17]=[CH:18][C:11]([N+:8]([O-:10])=[O:9])=[CH:12][CH:13]=2)[CH2:4][CH2:3]1, predict the reactants needed to synthesize it. (3) The reactants are: [CH3:1][O:2][C@H:3]1[C:8](OC)([O:9]C)[CH2:7][CH2:6][O:5][CH2:4]1.O.Cl. Given the product [CH3:1][O:2][C@H:3]1[C:8](=[O:9])[CH2:7][CH2:6][O:5][CH2:4]1, predict the reactants needed to synthesize it. (4) Given the product [CH:1]1([NH:7][C:10]([C:12]2[C:16]([NH:17][C:18]([C:20]3[C:25]([NH:26][C:27]4[CH:28]=[N:29][CH:30]=[N:31][CH:32]=4)=[CH:24][CH:23]=[C:22]([CH:33]4[CH2:35][CH2:34]4)[N:21]=3)=[O:19])=[CH:15][N:14]([CH3:36])[N:13]=2)=[O:9])[CH2:6][CH2:5][CH2:4][CH2:3][CH2:2]1, predict the reactants needed to synthesize it. The reactants are: [CH:1]1([NH2:7])[CH2:6][CH2:5][CH2:4][CH2:3][CH2:2]1.C[O:9][C:10]([C:12]1[C:16]([NH:17][C:18]([C:20]2[C:25]([NH:26][C:27]3[CH:28]=[N:29][CH:30]=[N:31][CH:32]=3)=[CH:24][CH:23]=[C:22]([CH:33]3[CH2:35][CH2:34]3)[N:21]=2)=[O:19])=[CH:15][N:14]([CH3:36])[N:13]=1)=O. (5) Given the product [Cl:1][C:2]1[C:33]([CH3:34])=[CH:32][C:5]([O:6][CH2:7][CH2:8][CH2:9][C:10]2[C:18]3[C:13](=[CH:14][CH:15]=[CH:16][CH:17]=3)[NH:12][C:11]=2[C:19]([NH:21][S:22]([CH2:25][CH:26]2[CH2:31][CH2:30][N:29]([C:56]([C:52]3[N:51]([CH3:50])[CH:55]=[CH:54][CH:53]=3)=[O:57])[CH2:28][CH2:27]2)(=[O:23])=[O:24])=[O:20])=[CH:4][C:3]=1[CH3:35], predict the reactants needed to synthesize it. The reactants are: [Cl:1][C:2]1[C:33]([CH3:34])=[CH:32][C:5]([O:6][CH2:7][CH2:8][CH2:9][C:10]2[C:18]3[C:13](=[CH:14][CH:15]=[CH:16][CH:17]=3)[NH:12][C:11]=2[C:19]([NH:21][S:22]([CH2:25][CH:26]2[CH2:31][CH2:30][NH:29][CH2:28][CH2:27]2)(=[O:24])=[O:23])=[O:20])=[CH:4][C:3]=1[CH3:35].C(Cl)CCl.C1C=CC2N(O)N=NC=2C=1.[CH3:50][N:51]1[CH:55]=[CH:54][CH:53]=[C:52]1[C:56](O)=[O:57]. (6) Given the product [F:1][CH2:2][CH:3]1[N:4]([CH3:18])[CH2:5][CH2:6][N:7]([C:9]2[CH:14]=[CH:13][C:12]([NH2:15])=[N:11][CH:10]=2)[CH2:8]1, predict the reactants needed to synthesize it. The reactants are: [F:1][CH2:2][CH:3]1[CH2:8][N:7]([C:9]2[CH:10]=[N:11][C:12]([N+:15]([O-])=O)=[CH:13][CH:14]=2)[CH2:6][CH2:5][N:4]1[CH3:18]. (7) Given the product [CH2:1]([N:8]1[C:12]([NH2:13])=[CH:14][C:15](=[O:16])[NH:11][C:9]1=[O:10])[C:2]1[CH:7]=[CH:6][CH:5]=[CH:4][CH:3]=1, predict the reactants needed to synthesize it. The reactants are: [CH2:1]([NH:8][C:9]([NH2:11])=[O:10])[C:2]1[CH:7]=[CH:6][CH:5]=[CH:4][CH:3]=1.[C:12]([CH2:14][C:15](O)=[O:16])#[N:13].CC(OC(C)=O)=O.